From a dataset of Full USPTO retrosynthesis dataset with 1.9M reactions from patents (1976-2016). Predict the reactants needed to synthesize the given product. Given the product [Br:16][C:15]1[CH:14]=[CH:13][C:12]([OH:17])=[C:11]([O:19][CH2:1][C:2]2[CH:7]=[CH:6][CH:5]=[CH:4][CH:3]=2)[C:10]=1[Cl:9], predict the reactants needed to synthesize it. The reactants are: [CH2:1](Br)[C:2]1[CH:7]=[CH:6][CH:5]=[CH:4][CH:3]=1.[Cl:9][C:10]1[CH:11]=[C:12]([OH:17])[CH:13]=[CH:14][C:15]=1[Br:16].C([O-])([O-])=[O:19].[K+].[K+].Cl.